Regression. Given a peptide amino acid sequence and an MHC pseudo amino acid sequence, predict their binding affinity value. This is MHC class I binding data. From a dataset of Peptide-MHC class I binding affinity with 185,985 pairs from IEDB/IMGT. (1) The peptide sequence is YLESFCEDV. The MHC is HLA-A02:01 with pseudo-sequence HLA-A02:01. The binding affinity (normalized) is 0.105. (2) The peptide sequence is SELPQWLSANR. The MHC is HLA-B44:02 with pseudo-sequence HLA-B44:02. The binding affinity (normalized) is 0.494. (3) The peptide sequence is NDIQKLVGVL. The MHC is Mamu-B01 with pseudo-sequence Mamu-B01. The binding affinity (normalized) is 0. (4) The binding affinity (normalized) is 0.205. The peptide sequence is RSWAHDSL. The MHC is HLA-B40:02 with pseudo-sequence HLA-B40:02. (5) The peptide sequence is GEIGAIALD. The MHC is HLA-B44:03 with pseudo-sequence HLA-B44:03. The binding affinity (normalized) is 0.371. (6) The peptide sequence is IFRLMRTNF. The MHC is HLA-A02:01 with pseudo-sequence HLA-A02:01. The binding affinity (normalized) is 0.0141. (7) The peptide sequence is CYPGKFVNEE. The MHC is HLA-A24:02 with pseudo-sequence HLA-A24:02. The binding affinity (normalized) is 0.493.